Dataset: Reaction yield outcomes from USPTO patents with 853,638 reactions. Task: Predict the reaction yield, written as a fraction of the theoretical maximum amount of product (1.0 means a 100% yield; for example, 0.34 means a 34% yield). (1) The reactants are CC([Si](C)(C)[O:6][CH:7]1[CH2:31][CH2:30][C:10]2([CH2:14][N:13]([C:15]([O:17][CH2:18][C:19]3[CH:24]=[CH:23][CH:22]=[CH:21][CH:20]=3)=[O:16])[CH:12]([C:25]([O:27][CH2:28][CH3:29])=[O:26])[CH2:11]2)[CH2:9][CH2:8]1)(C)C.C(O)(=O)C.CCCC[N+](CCCC)(CCCC)CCCC.[F-].C1C=CN=CC=1.F.C([O-])(O)=O.[Na+].C(=O)([O-])[O-].[K+].[K+]. The catalyst is C1COCC1. The product is [OH:6][CH:7]1[CH2:8][CH2:9][C:10]2([CH2:14][N:13]([C:15]([O:17][CH2:18][C:19]3[CH:24]=[CH:23][CH:22]=[CH:21][CH:20]=3)=[O:16])[CH:12]([C:25]([O:27][CH2:28][CH3:29])=[O:26])[CH2:11]2)[CH2:30][CH2:31]1. The yield is 1.00. (2) The reactants are [CH:1]1([C:6]#[C:7][C:8]2[CH:17]=[CH:16][C:15]3[C:10](=[CH:11][CH:12]=[C:13]([C:18]4[CH:23]=[C:22]([F:24])[C:21]([F:25])=[C:20]([F:26])[CH:19]=4)[CH:14]=3)[CH:9]=2)[CH2:5][CH2:4][CH2:3][CH2:2]1. The catalyst is C(OCC)(=O)C.[Pd]. The product is [CH:1]1([CH2:6][CH2:7][C:8]2[CH:17]=[CH:16][C:15]3[C:10](=[CH:11][CH:12]=[C:13]([C:18]4[CH:19]=[C:20]([F:26])[C:21]([F:25])=[C:22]([F:24])[CH:23]=4)[CH:14]=3)[CH:9]=2)[CH2:5][CH2:4][CH2:3][CH2:2]1. The yield is 0.920. (3) The reactants are [CH:1]([C:3]1[CH:17]=[CH:16][C:6]([O:7][CH2:8][C:9]([O:11][C:12]([CH3:15])([CH3:14])[CH3:13])=[O:10])=[CH:5][CH:4]=1)=O.[F:18][C:19]1[CH:25]=[CH:24][C:22]([NH2:23])=[CH:21][CH:20]=1. The catalyst is C1(C)C=CC=CC=1. The product is [F:18][C:19]1[CH:25]=[CH:24][C:22]([N:23]=[CH:1][C:3]2[CH:17]=[CH:16][C:6]([O:7][CH2:8][C:9]([O:11][C:12]([CH3:15])([CH3:14])[CH3:13])=[O:10])=[CH:5][CH:4]=2)=[CH:21][CH:20]=1. The yield is 1.00. (4) The reactants are [CH3:1][N:2]([CH3:19])[CH2:3]/[CH:4]=[CH:5]/[Sn](CCCC)(CCCC)CCCC.Br[C:21]1[CH:22]=[CH:23][C:24]([O:44][CH3:45])=[C:25]([C:27]([C:29]2[CH:34]=[CH:33][C:32]([NH:35][C:36]3[CH:41]=[CH:40][C:39]([F:42])=[CH:38][C:37]=3[F:43])=[CH:31][CH:30]=2)=[O:28])[CH:26]=1.C1C=CC(P(C2C=CC=CC=2)C2C=CC=CC=2)=CC=1. The catalyst is COCCOCCOC.Cl.CC([O-])=O.CC([O-])=O.[Pd+2]. The product is [F:43][C:37]1[CH:38]=[C:39]([F:42])[CH:40]=[CH:41][C:36]=1[NH:35][C:32]1[CH:31]=[CH:30][C:29]([C:27]([C:25]2[CH:26]=[C:21](/[CH:5]=[CH:4]/[CH2:3][N:2]([CH3:1])[CH3:19])[CH:22]=[CH:23][C:24]=2[O:44][CH3:45])=[O:28])=[CH:34][CH:33]=1. The yield is 0.280.